This data is from Reaction yield outcomes from USPTO patents with 853,638 reactions. The task is: Predict the reaction yield, written as a fraction of the theoretical maximum amount of product (1.0 means a 100% yield; for example, 0.34 means a 34% yield). (1) The reactants are S([C@@H:11]1[CH2:15][CH2:14][N:13]([C:16]([O:18][CH2:19][C:20]2[CH:25]=[CH:24][CH:23]=[CH:22][CH:21]=2)=[O:17])[CH2:12]1)(C1C=CC(C)=CC=1)(=O)=O.[C-:26]#[N:27].[K+].[Cl-].[Na+].O.O. The catalyst is CS(C)=O. The product is [C:26]([C@H:11]1[CH2:15][CH2:14][N:13]([C:16]([O:18][CH2:19][C:20]2[CH:21]=[CH:22][CH:23]=[CH:24][CH:25]=2)=[O:17])[CH2:12]1)#[N:27]. The yield is 0.650. (2) The product is [O:1]=[C:2]1[CH:7]=[C:6]([C:8]([O:10][CH3:15])=[O:9])[CH:5]=[CH:4][NH:3]1. No catalyst specified. The yield is 0.780. The reactants are [O:1]=[C:2]1[CH:7]=[C:6]([C:8]([OH:10])=[O:9])[CH:5]=[CH:4][NH:3]1.O=S(Cl)Cl.[CH3:15]O.